Task: Predict the product of the given reaction.. Dataset: Forward reaction prediction with 1.9M reactions from USPTO patents (1976-2016) The product is: [NH2:1][C:2]1[CH:14]=[CH:13][C:5]2[S:6][C:7]([C:9]([OH:11])=[O:10])=[CH:8][C:4]=2[CH:3]=1. Given the reactants [NH2:1][C:2]1[CH:14]=[CH:13][C:5]2[S:6][C:7]([C:9]([O:11]C)=[O:10])=[CH:8][C:4]=2[CH:3]=1.O.[OH-].[Li+].O, predict the reaction product.